This data is from Full USPTO retrosynthesis dataset with 1.9M reactions from patents (1976-2016). The task is: Predict the reactants needed to synthesize the given product. (1) Given the product [C:1]([O:5][C:6]([N:8]([CH2:22][C:23]#[C:24][C:25]1[S:26][CH:27]=[CH:28][CH:29]=1)[CH2:9][CH2:10][N:11]([CH:19]([CH3:21])[CH3:20])[C:12](=[O:18])[C:13]([OH:15])=[O:14])=[O:7])([CH3:3])([CH3:4])[CH3:2], predict the reactants needed to synthesize it. The reactants are: [C:1]([O:5][C:6]([N:8]([CH2:22][C:23]#[C:24][C:25]1[S:26][CH:27]=[CH:28][CH:29]=1)[CH2:9][CH2:10][N:11]([CH:19]([CH3:21])[CH3:20])[C:12](=[O:18])[C:13]([O:15]CC)=[O:14])=[O:7])([CH3:4])([CH3:3])[CH3:2].[OH-].[K+].Cl. (2) The reactants are: [OH:1][C:2]1[CH:9]=[CH:8][C:5]([CH2:6][NH2:7])=[CH:4][CH:3]=1.[CH3:10][C:11]([O:14][C:15](O[C:15]([O:14][C:11]([CH3:13])([CH3:12])[CH3:10])=[O:16])=[O:16])([CH3:13])[CH3:12].[OH-].[Na+].O. Given the product [OH:1][C:2]1[CH:9]=[CH:8][C:5]([CH2:6][NH:7][C:15](=[O:16])[O:14][C:11]([CH3:13])([CH3:12])[CH3:10])=[CH:4][CH:3]=1, predict the reactants needed to synthesize it. (3) Given the product [OH:37][C:3]1[CH:15]=[C:14]2[C:6]([C:7]3[C:8]([C:19]4[CH:24]=[CH:23][CH:22]=[C:21]([N:25]5[CH2:33][C:32]6[C:27](=[CH:28][CH:29]=[CH:30][CH:31]=6)[C:26]5=[O:34])[C:20]=4[CH3:35])=[CH:9][CH:10]=[C:11]([C:16]([NH2:18])=[O:17])[C:12]=3[NH:13]2)=[CH:5][CH:4]=1, predict the reactants needed to synthesize it. The reactants are: C([C:3]1[CH:15]=[C:14]2[C:6]([C:7]3[C:8]([C:19]4[CH:24]=[CH:23][CH:22]=[C:21]([N:25]5[CH2:33][C:32]6[C:27](=[CH:28][CH:29]=[CH:30][CH:31]=6)[C:26]5=[O:34])[C:20]=4[CH3:35])=[CH:9][CH:10]=[C:11]([C:16]([NH2:18])=[O:17])[C:12]=3[NH:13]2)=[CH:5][CH:4]=1)=O.S(=O)(=O)(O)[OH:37].OO.[OH-].[Na+]. (4) Given the product [F:22][C:23]1[CH:28]=[C:27]([F:29])[CH:26]=[CH:25][C:24]=1[N:30]1[N:31]=[C:32]([CH:40]=[O:41])[C:33]2[CH:34]3[CH2:39][CH:37]([CH2:36][CH2:35]3)[C:38]1=2, predict the reactants needed to synthesize it. The reactants are: [Cr](O[Cr]([O-])(=O)=O)([O-])(=O)=O.[NH+]1C=CC=CC=1.[NH+]1C=CC=CC=1.[F:22][C:23]1[CH:28]=[C:27]([F:29])[CH:26]=[CH:25][C:24]=1[N:30]1[C:38]2[CH:37]3[CH2:39][CH:34]([CH2:35][CH2:36]3)[C:33]=2[C:32]([CH2:40][OH:41])=[N:31]1.C(OCC)(=O)C. (5) Given the product [C:1]([O:5][C:6]([N:8]1[CH2:12][CH2:11][CH:10]([Br:34])[CH2:9]1)=[O:7])([CH3:4])([CH3:3])[CH3:2], predict the reactants needed to synthesize it. The reactants are: [C:1]([O:5][C:6]([N:8]1[CH2:12][CH2:11][CH:10](O)[CH2:9]1)=[O:7])([CH3:4])([CH3:3])[CH3:2].C1(P(C2C=CC=CC=2)C2C=CC=CC=2)C=CC=CC=1.C(Br)(Br)(Br)[Br:34]. (6) Given the product [Cl:1][C:2]1[C:3]([CH2:8][NH2:9])=[N:4][CH:5]=[CH:6][N:7]=1, predict the reactants needed to synthesize it. The reactants are: [Cl:1][C:2]1[C:3]([CH2:8][N:9](C=O)C=O)=[N:4][CH:5]=[CH:6][N:7]=1.Cl.C(N)=O.